From a dataset of Reaction yield outcomes from USPTO patents with 853,638 reactions. Predict the reaction yield, written as a fraction of the theoretical maximum amount of product (1.0 means a 100% yield; for example, 0.34 means a 34% yield). (1) The reactants are [F:1][C:2]1[C:3]([O:47][CH2:48][O:49][CH2:50]C[Si](C)(C)C)=[CH:4][C:5]([CH2:42][C:43]([F:46])([F:45])[F:44])=[C:6]([C:8]2[N:13]=[C:12]([NH:14][CH2:15][C:16]3[CH:21]=[CH:20][CH:19]=[CH:18][C:17]=3[N:22]([CH3:27])[S:23]([CH3:26])(=[O:25])=[O:24])[C:11]3[C:28]([C:39]([OH:41])=O)=[N:29][N:30]([CH2:31][O:32][CH2:33][CH2:34][Si:35]([CH3:38])([CH3:37])[CH3:36])[C:10]=3[CH:9]=2)[CH:7]=1.[CH3:56][Si:57]([CH:60]=[N+]=[N-])([CH3:59])[CH3:58].C1COCC1.O.[NH2:69][NH2:70]. The catalyst is CO.C1(C)C=CC=CC=1. The product is [F:1][C:2]1[C:3]([O:47][CH2:48][O:49][CH2:50][CH2:60][Si:57]([CH3:56])([CH3:58])[CH3:59])=[CH:4][C:5]([CH2:42][C:43]([F:45])([F:44])[F:46])=[C:6]([C:8]2[N:13]=[C:12]([NH:14][CH2:15][C:16]3[CH:21]=[CH:20][CH:19]=[CH:18][C:17]=3[N:22]([CH3:27])[S:23]([CH3:26])(=[O:24])=[O:25])[C:11]3[C:28]([C:39]([NH:69][NH2:70])=[O:41])=[N:29][N:30]([CH2:31][O:32][CH2:33][CH2:34][Si:35]([CH3:37])([CH3:36])[CH3:38])[C:10]=3[CH:9]=2)[CH:7]=1. The yield is 0.660. (2) The reactants are [CH3:1][S:2]([C:5]1[CH:25]=[CH:24][C:8]([CH2:9][N:10]2[CH:19]=[CH:18][C:17]3[C:12](=[CH:13][C:14]([C:20](O)=[O:21])=[CH:15][CH:16]=3)[C:11]2=[O:23])=[CH:7][CH:6]=1)(=[O:4])=[O:3].[CH3:26][C:27]1[CH:34]=[CH:33][C:30]([CH2:31][NH2:32])=[CH:29][CH:28]=1. No catalyst specified. The product is [CH3:26][C:27]1[CH:34]=[CH:33][C:30]([CH2:31][NH:32][C:20]([C:14]2[CH:13]=[C:12]3[C:17]([CH:18]=[CH:19][N:10]([CH2:9][C:8]4[CH:7]=[CH:6][C:5]([S:2]([CH3:1])(=[O:3])=[O:4])=[CH:25][CH:24]=4)[C:11]3=[O:23])=[CH:16][CH:15]=2)=[O:21])=[CH:29][CH:28]=1. The yield is 0.624. (3) The reactants are C(OC([N:8]1[CH2:13][CH2:12][CH:11]([NH:14][C:15]2[CH:20]=[C:19]([Cl:21])[CH:18]=[CH:17][C:16]=2[CH2:22][CH:23](OC)OC)[CH2:10][CH2:9]1)=O)(C)(C)C.C1(C)C=CC(S(O)(=O)=O)=CC=1. The catalyst is C1(C)C=CC=CC=1. The product is [Cl:21][C:19]1[CH:20]=[C:15]2[C:16]([CH:22]=[CH:23][N:14]2[CH:11]2[CH2:10][CH2:9][NH:8][CH2:13][CH2:12]2)=[CH:17][CH:18]=1. The yield is 0.980. (4) The reactants are Cl.[NH2:2][C@:3]([CH3:26])([CH2:6][CH2:7][C:8]1[N:9]([CH3:25])[C:10]([C:13](=[O:24])[CH2:14][CH2:15][CH2:16][CH2:17][C:18]2[CH:23]=[CH:22][CH:21]=[CH:20][CH:19]=2)=[CH:11][CH:12]=1)[CH2:4][OH:5].[C:27](O[C:27]([O:29][C:30]([CH3:33])([CH3:32])[CH3:31])=[O:28])([O:29][C:30]([CH3:33])([CH3:32])[CH3:31])=[O:28].C(N(CC)CC)C. The catalyst is ClCCl. The product is [C:30]([O:29][C:27]([NH:2][C@:3]([CH3:26])([CH2:6][CH2:7][C:8]1[N:9]([CH3:25])[C:10]([C:13](=[O:24])[CH2:14][CH2:15][CH2:16][CH2:17][C:18]2[CH:23]=[CH:22][CH:21]=[CH:20][CH:19]=2)=[CH:11][CH:12]=1)[CH2:4][OH:5])=[O:28])([CH3:33])([CH3:32])[CH3:31]. The yield is 0.990. (5) The reactants are [C:12]([O:11][C:9](O[C:9]([O:11][C:12]([CH3:15])([CH3:14])[CH3:13])=[O:10])=[O:10])([CH3:15])([CH3:14])[CH3:13].Cl.[Cl:17][CH2:18][CH2:19][C:20]([NH2:23])([CH3:22])[CH3:21].C(N(CC)CC)C. The product is [Cl:17][CH2:18][CH2:19][C:20]([NH:23][C:9](=[O:10])[O:11][C:12]([CH3:13])([CH3:14])[CH3:15])([CH3:22])[CH3:21]. The catalyst is ClCCl. The yield is 0.660. (6) The reactants are [N+:1]([C:4]1[CH:9]=[CH:8][CH:7]=[CH:6][C:5]=1[C:10]1[S:11][C:12]2[C:17]([N:18]=1)=[CH:16][C:15]([CH2:19][N:20]1[CH2:25][CH2:24][N:23]([C:26]([O:28][C:29]([CH3:32])([CH3:31])[CH3:30])=[O:27])[CH2:22][CH2:21]1)=[CH:14][N:13]=2)([O-])=O.[NH4+].[Cl-].O. The catalyst is [Fe].CO. The product is [NH2:1][C:4]1[CH:9]=[CH:8][CH:7]=[CH:6][C:5]=1[C:10]1[S:11][C:12]2[C:17]([N:18]=1)=[CH:16][C:15]([CH2:19][N:20]1[CH2:25][CH2:24][N:23]([C:26]([O:28][C:29]([CH3:32])([CH3:31])[CH3:30])=[O:27])[CH2:22][CH2:21]1)=[CH:14][N:13]=2. The yield is 0.810.